This data is from Full USPTO retrosynthesis dataset with 1.9M reactions from patents (1976-2016). The task is: Predict the reactants needed to synthesize the given product. (1) Given the product [C:1]([O:4][C:5]1[CH:6]=[C:7]2[C:12](=[CH:13][C:14]=1[O:15][CH3:16])[N:11]=[C:10]([C:17]1[CH:22]=[CH:21][CH:20]=[C:19]([N+:23]([O-:25])=[O:24])[CH:18]=1)[N:9]=[C:8]2[NH:27][C:28]1[CH:29]=[C:30]2[C:34](=[CH:35][CH:36]=1)[N:33]([C:37]([O:39][C:40]([CH3:43])([CH3:42])[CH3:41])=[O:38])[N:32]=[CH:31]2)(=[O:3])[CH3:2], predict the reactants needed to synthesize it. The reactants are: [C:1]([O:4][C:5]1[CH:6]=[C:7]2[C:12](=[CH:13][C:14]=1[O:15][CH3:16])[N:11]=[C:10]([C:17]1[CH:22]=[CH:21][CH:20]=[C:19]([N+:23]([O-:25])=[O:24])[CH:18]=1)[N:9]=[C:8]2Cl)(=[O:3])[CH3:2].[NH2:27][C:28]1[CH:29]=[C:30]2[C:34](=[CH:35][CH:36]=1)[N:33]([C:37]([O:39][C:40]([CH3:43])([CH3:42])[CH3:41])=[O:38])[N:32]=[CH:31]2. (2) Given the product [CH:10]1([NH:16][C:17]2[N:3]3[C:4]([CH3:9])=[CH:5][C:6]([CH3:8])=[CH:7][C:2]3=[N:1][C:18]=2[CH3:19])[CH2:15][CH2:14][CH2:13][CH2:12][CH2:11]1, predict the reactants needed to synthesize it. The reactants are: [NH2:1][C:2]1[CH:7]=[C:6]([CH3:8])[CH:5]=[C:4]([CH3:9])[N:3]=1.[CH:10]1([N+:16]#[C-:17])[CH2:15][CH2:14][CH2:13][CH2:12][CH2:11]1.[CH:18](=O)[CH3:19]. (3) Given the product [CH3:42][O:41][C:39]([C:34]1[CH:35]=[CH:36][CH:37]=[CH:38][C:33]=1[CH2:32][CH2:31][C@@H:30]([S:1][CH2:2][C:3]1([CH2:6][C:7]([OH:9])=[O:8])[CH2:5][CH2:4]1)[C:43]1[CH:48]=[CH:47][CH:46]=[C:45]([CH:49]2[O:50][CH2:51][C:52]([CH3:56])([CH3:55])[CH2:53][O:54]2)[CH:44]=1)=[O:40], predict the reactants needed to synthesize it. The reactants are: [SH:1][CH2:2][C:3]1([CH2:6][C:7]([OH:9])=[O:8])[CH2:5][CH2:4]1.C[Si]([N-][Si](C)(C)C)(C)C.[Li+].O1CCCC1.CS(O[C@H:30]([C:43]1[CH:48]=[CH:47][CH:46]=[C:45]([CH:49]2[O:54][CH2:53][C:52]([CH3:56])([CH3:55])[CH2:51][O:50]2)[CH:44]=1)[CH2:31][CH2:32][C:33]1[CH:38]=[CH:37][CH:36]=[CH:35][C:34]=1[C:39]([O:41][CH3:42])=[O:40])(=O)=O.C(O)(=O)C(C(C(O)=O)O)O.